Dataset: Reaction yield outcomes from USPTO patents with 853,638 reactions. Task: Predict the reaction yield, written as a fraction of the theoretical maximum amount of product (1.0 means a 100% yield; for example, 0.34 means a 34% yield). (1) The reactants are [CH3:1][C:2]1[C:10]([CH3:11])=[CH:9][C:8]([C:12]2[CH:17]=[CH:16][CH:15]=[CH:14][CH:13]=2)=[CH:7][C:3]=1[C:4]([OH:6])=O.C(Cl)(=O)C(Cl)=O.[NH2:24][C:25]1[C:26]([F:33])=[C:27]([OH:32])[CH:28]=[CH:29][C:30]=1[F:31].C([O-])(O)=O.[Na+]. The catalyst is C(Cl)Cl.C1COCC1.O. The product is [F:33][C:26]1[C:27]([OH:32])=[CH:28][CH:29]=[C:30]([F:31])[C:25]=1[NH:24][C:4](=[O:6])[C:3]1[CH:7]=[C:8]([C:12]2[CH:17]=[CH:16][CH:15]=[CH:14][CH:13]=2)[CH:9]=[C:10]([CH3:11])[C:2]=1[CH3:1]. The yield is 0.490. (2) The reactants are [CH2:1]([O:3][C:4](=[O:26])[C:5]([CH3:25])([CH3:24])[CH2:6][CH2:7][CH2:8][CH2:9][C:10](=[O:23])[CH2:11][CH2:12][CH2:13][CH2:14][C:15]([CH3:22])([CH3:21])[C:16]([O:18][CH2:19][CH3:20])=[O:17])[CH3:2].[BH4-].[Na+].O. The catalyst is CO. The product is [CH2:19]([O:18][C:16](=[O:17])[C:15]([CH3:21])([CH3:22])[CH2:14][CH2:13][CH2:12][CH2:11][CH:10]([OH:23])[CH2:9][CH2:8][CH2:7][CH2:6][C:5]([CH3:25])([CH3:24])[C:4]([O:3][CH2:1][CH3:2])=[O:26])[CH3:20]. The yield is 0.920. (3) The reactants are [Cl:1][C:2]1[C:3]([F:33])=[C:4]([CH:8]2[C:12]([C:15]3[CH:20]=[CH:19][C:18]([Cl:21])=[CH:17][C:16]=3[F:22])([C:13]#[N:14])[CH:11]([CH2:23][C:24]([CH3:29])([CH3:28])[CH2:25][CH2:26][OH:27])[NH:10][CH:9]2[C:30](O)=[O:31])[CH:5]=[CH:6][CH:7]=1.CC1(C)[O:39][C@@H:38]([CH2:40][CH2:41][NH2:42])[CH2:37][O:36]1.CN(C(ON1N=NC2C=CC=NC1=2)=[N+](C)C)C.F[P-](F)(F)(F)(F)F.CCN(C(C)C)C(C)C.Cl. The catalyst is C(Cl)Cl.O1CCCC1. The product is [OH:39][C@H:38]([CH2:37][OH:36])[CH2:40][CH2:41][NH:42][C:30]([CH:9]1[CH:8]([C:4]2[CH:5]=[CH:6][CH:7]=[C:2]([Cl:1])[C:3]=2[F:33])[C:12]([C:15]2[CH:20]=[CH:19][C:18]([Cl:21])=[CH:17][C:16]=2[F:22])([C:13]#[N:14])[CH:11]([CH2:23][C:24]([CH3:28])([CH3:29])[CH2:25][CH2:26][OH:27])[NH:10]1)=[O:31]. The yield is 0.540. (4) The reactants are [Cl:1][C:2]1[CH:3]=[C:4]2[C:31]([CH3:32])=[N:30][NH:29][C:5]2=[C:6]2[C:11]=1[N:10]=[C:9]([C:12]1[N:13]([C:21]3[C:26]([Cl:27])=[CH:25][CH:24]=[CH:23][N:22]=3)[N:14]=[C:15]([C:17]([F:20])([F:19])[F:18])[CH:16]=1)[O:8][C:7]2=[O:28].Cl.[C:34]1([NH2:40])([CH:37]2[CH2:39][CH2:38]2)[CH2:36][CH2:35]1.C(N(CC)CC)C. The catalyst is CN(C)C=O. The product is [C:34]1([NH:40][C:7]([C:6]2[C:11]([NH:10][C:9]([C:12]3[N:13]([C:21]4[C:26]([Cl:27])=[CH:25][CH:24]=[CH:23][N:22]=4)[N:14]=[C:15]([C:17]([F:18])([F:20])[F:19])[CH:16]=3)=[O:8])=[C:2]([Cl:1])[CH:3]=[C:4]3[C:5]=2[NH:29][N:30]=[C:31]3[CH3:32])=[O:28])([CH:37]2[CH2:39][CH2:38]2)[CH2:36][CH2:35]1. The yield is 0.480. (5) The reactants are [Cl:1][C:2]1[CH:3]=[C:4]([NH:15][CH2:16][N:17](SC)[C:18]#[N:19])[CH:5]=[CH:6][C:7]=1[N:8]1[CH:13]=[CH:12][CH:11]=[CH:10][C:9]1=[O:14].[NH2:22][NH2:23]. The catalyst is CCO. The product is [NH2:19][C:18]1[NH:23][N:22]=[C:16]([NH:15][C:4]2[CH:5]=[CH:6][C:7]([N:8]3[CH:13]=[CH:12][CH:11]=[CH:10][C:9]3=[O:14])=[C:2]([Cl:1])[CH:3]=2)[N:17]=1. The yield is 0.890. (6) The reactants are [C:1]1([S:7]([N:10]2[C:18]3[C:13](=[CH:14][C:15]([CH2:20]Br)=[C:16]([Br:19])[CH:17]=3)[CH:12]=[CH:11]2)(=[O:9])=[O:8])[CH:6]=[CH:5][CH:4]=[CH:3][CH:2]=1.[C:22]([O-:25])(=[O:24])[CH3:23].[Na+]. The catalyst is CN(C=O)C. The product is [C:22]([O:25][CH2:20][C:15]1[CH:14]=[C:13]2[C:18](=[CH:17][C:16]=1[Br:19])[N:10]([S:7]([C:1]1[CH:2]=[CH:3][CH:4]=[CH:5][CH:6]=1)(=[O:9])=[O:8])[CH:11]=[CH:12]2)(=[O:24])[CH3:23]. The yield is 0.850. (7) The reactants are [NH:1]1[C:9]2[C:4](=[CH:5][CH:6]=[CH:7][CH:8]=2)[C:3]([C:10]([O:12][CH3:13])=[O:11])=[N:2]1.[CH:14]1(O)[CH2:19][CH2:18][CH2:17][CH2:16][CH2:15]1.C1(P(C2C=CC=CC=2)C2C=CC=CC=2)C=CC=CC=1.C1(C)C=CC=CC=1.N(C(OCC)=O)=NC(OCC)=O. The catalyst is O1CCCC1. The product is [CH:14]1([N:1]2[C:9]3[C:4](=[CH:5][CH:6]=[CH:7][CH:8]=3)[C:3]([C:10]([O:12][CH3:13])=[O:11])=[N:2]2)[CH2:19][CH2:18][CH2:17][CH2:16][CH2:15]1. The yield is 0.930.